Dataset: Catalyst prediction with 721,799 reactions and 888 catalyst types from USPTO. Task: Predict which catalyst facilitates the given reaction. (1) Reactant: [CH2:1]([S:8][C:9]1[CH:14]=[CH:13][C:12]([C:15]2[S:19][C:18]([C:20]3[O:21][C:22]([C:25]([OH:28])([CH3:27])[CH3:26])=[N:23][N:24]=3)=[N:17][C:16]=2[C:29](O)=[O:30])=[C:11]([Cl:32])[C:10]=1[Cl:33])[C:2]1[CH:7]=[CH:6][CH:5]=[CH:4][CH:3]=1.CN(C(ON1N=NC2C=CC=NC1=2)=[N+](C)C)C.F[P-](F)(F)(F)(F)F.[F:58][C:59]1([F:65])[CH2:64][CH2:63][NH:62][CH2:61][CH2:60]1. Product: [CH2:1]([S:8][C:9]1[CH:14]=[CH:13][C:12]([C:15]2[S:19][C:18]([C:20]3[O:21][C:22]([C:25]([OH:28])([CH3:26])[CH3:27])=[N:23][N:24]=3)=[N:17][C:16]=2[C:29]([N:62]2[CH2:63][CH2:64][C:59]([F:65])([F:58])[CH2:60][CH2:61]2)=[O:30])=[C:11]([Cl:32])[C:10]=1[Cl:33])[C:2]1[CH:7]=[CH:6][CH:5]=[CH:4][CH:3]=1. The catalyst class is: 44. (2) Reactant: [OH:1][C:2]1[CH:3]=[C:4]([CH:9]=[C:10]([O:12][C@@H:13]([CH3:17])[CH2:14][O:15][CH3:16])[CH:11]=1)[C:5]([O:7][CH3:8])=[O:6].C(=O)([O-])[O-].[Cs+].[Cs+].Cl[C:25]1[N:26]=[CH:27][C:28]([C:31]([N:33]([CH3:35])[CH3:34])=[O:32])=[N:29][CH:30]=1. Product: [CH3:34][N:33]([CH3:35])[C:31]([C:28]1[N:29]=[CH:30][C:25]([O:1][C:2]2[CH:3]=[C:4]([CH:9]=[C:10]([O:12][C@@H:13]([CH3:17])[CH2:14][O:15][CH3:16])[CH:11]=2)[C:5]([O:7][CH3:8])=[O:6])=[N:26][CH:27]=1)=[O:32]. The catalyst class is: 44. (3) Reactant: [C:1]([CH:4]1[CH2:25][CH2:24][C:7]2([CH2:12][CH2:11][N:10]([C:13]3[CH:18]=[CH:17][CH:16]=[CH:15][C:14]=3/[CH:19]=[CH:20]/[C:21]([OH:23])=O)[CH2:9][CH2:8]2)[CH2:6][CH2:5]1)(=[O:3])[NH2:2].CN1CCOCC1.[NH2:33][OH:34].Cl. Product: [OH:34][NH:33][C:21](=[O:23])/[CH:20]=[CH:19]/[C:14]1[CH:15]=[CH:16][CH:17]=[CH:18][C:13]=1[N:10]1[CH2:9][CH2:8][C:7]2([CH2:24][CH2:25][CH:4]([C:1]([NH2:2])=[O:3])[CH2:5][CH2:6]2)[CH2:12][CH2:11]1. The catalyst class is: 44. (4) Reactant: Br[C:2]1[N:6]([CH3:7])[N:5]=[CH:4][C:3]=1[C:8]1[N:9]=[C:10]([CH3:19])[N:11]2[C:16]=1[C:15]([NH:17][CH3:18])=[N:14][CH:13]=[N:12]2.[F:20][C:21]([F:32])([F:31])[C:22]1[CH:27]=[CH:26][C:25](B(O)O)=[CH:24][CH:23]=1.C(=O)([O-])[O-].[Na+].[Na+]. Product: [CH3:18][NH:17][C:15]1[C:16]2=[C:8]([C:3]3[CH:4]=[N:5][N:6]([CH3:7])[C:2]=3[C:25]3[CH:26]=[CH:27][C:22]([C:21]([F:32])([F:31])[F:20])=[CH:23][CH:24]=3)[N:9]=[C:10]([CH3:19])[N:11]2[N:12]=[CH:13][N:14]=1. The catalyst class is: 461. (5) Reactant: [F:1][C:2]1[CH:7]=[C:6]([O:8][CH2:9][CH:10]2[CH2:15][CH2:14][N:13]([CH2:16][C:17]3([C:21]([F:24])([F:23])[F:22])[CH2:20][CH2:19][CH2:18]3)[CH2:12][CH2:11]2)[CH:5]=[CH:4][C:3]=1[C:25]1[CH:30]=[CH:29][C:28]([C:31]([O:33]CC)=[O:32])=[C:27]([F:36])[CH:26]=1.O[Li].O. Product: [F:1][C:2]1[CH:7]=[C:6]([O:8][CH2:9][CH:10]2[CH2:15][CH2:14][N:13]([CH2:16][C:17]3([C:21]([F:23])([F:24])[F:22])[CH2:18][CH2:19][CH2:20]3)[CH2:12][CH2:11]2)[CH:5]=[CH:4][C:3]=1[C:25]1[CH:30]=[CH:29][C:28]([C:31]([OH:33])=[O:32])=[C:27]([F:36])[CH:26]=1. The catalyst class is: 6. (6) Reactant: C(O)(C(F)(F)F)=O.[C:8]([C:10]1[CH:11]=[C:12]([NH:25][C:26]2[CH:31]=[C:30]([O:32][C:33]3[C:42]4[C:37](=[CH:38][CH:39]=[CH:40][CH:41]=4)[C:36]([NH:43]C(=O)OC(C)(C)C)=[CH:35][CH:34]=3)[CH:29]=[CH:28][N:27]=2)[CH:13]=[CH:14][C:15]=1[O:16][CH2:17][CH2:18][N:19]1[CH2:24][CH2:23][O:22][CH2:21][CH2:20]1)#[N:9]. Product: [NH2:43][C:36]1[C:37]2[C:42](=[CH:41][CH:40]=[CH:39][CH:38]=2)[C:33]([O:32][C:30]2[CH:29]=[CH:28][N:27]=[C:26]([NH:25][C:12]3[CH:13]=[CH:14][C:15]([O:16][CH2:17][CH2:18][N:19]4[CH2:24][CH2:23][O:22][CH2:21][CH2:20]4)=[C:10]([CH:11]=3)[C:8]#[N:9])[CH:31]=2)=[CH:34][CH:35]=1. The catalyst class is: 2. (7) Reactant: [F:1][C:2]1[CH:16]=[CH:15][CH:14]=[CH:13][C:3]=1[O:4][C:5]1[N:10]=[CH:9][C:8]([CH:11]=O)=[CH:7][CH:6]=1.[N+:17]([CH3:20])([O-:19])=[O:18].C([O-])(=O)C.[NH4+].[BH4-].[Na+]. Product: [F:1][C:2]1[CH:16]=[CH:15][CH:14]=[CH:13][C:3]=1[O:4][C:5]1[CH:6]=[CH:7][C:8]([CH2:11][CH2:20][N+:17]([O-:19])=[O:18])=[CH:9][N:10]=1. The catalyst class is: 211.